From a dataset of Reaction yield outcomes from USPTO patents with 853,638 reactions. Predict the reaction yield, written as a fraction of the theoretical maximum amount of product (1.0 means a 100% yield; for example, 0.34 means a 34% yield). The reactants are [C:1]([C:3]1[CH:27]=[C:26]([CH3:28])[C:6]([O:7][C:8]2[C:13]([N+:14]([O-])=O)=[CH:12][N:11]=[C:10]([NH:17][C:18]3[CH:25]=[CH:24][C:21]([C:22]#[N:23])=[CH:20][CH:19]=3)[N:9]=2)=[C:5]([CH3:29])[CH:4]=1)#[N:2]. The catalyst is O1CCCC1.[Pd]. The product is [NH2:14][C:13]1[C:8]([O:7][C:6]2[C:26]([CH3:28])=[CH:27][C:3]([C:1]#[N:2])=[CH:4][C:5]=2[CH3:29])=[N:9][C:10]([NH:17][C:18]2[CH:25]=[CH:24][C:21]([C:22]#[N:23])=[CH:20][CH:19]=2)=[N:11][CH:12]=1. The yield is 0.840.